This data is from Retrosynthesis with 50K atom-mapped reactions and 10 reaction types from USPTO. The task is: Predict the reactants needed to synthesize the given product. (1) Given the product N#Cc1cccc(OCCNC(=O)c2ccc(Cc3ccncc3)cc2)c1, predict the reactants needed to synthesize it. The reactants are: COC(=O)c1ccc(Cc2ccncc2)cc1.N#Cc1cccc(OCCN)c1. (2) Given the product CC(=O)O[C@@H]1O[C@H](C)[C@@H](OC(C)=O)[C@H]1OC(C)=O, predict the reactants needed to synthesize it. The reactants are: CC(=O)O[C@@H]1O[C@H](CCl)[C@@H](OC(C)=O)[C@H]1OC(C)=O. (3) Given the product O=C(NCc1ccc(O)cc1)C(F)(F)F, predict the reactants needed to synthesize it. The reactants are: COc1ccc(CNC(=O)C(F)(F)F)cc1. (4) Given the product N#CCC(=O)N1CCC(c2ccc(Nc3cc(NCc4cccc(F)c4F)c(C(N)=O)cn3)cc2)CC1, predict the reactants needed to synthesize it. The reactants are: N#CCC(=O)O.NC(=O)c1cnc(Nc2ccc(C3CCNCC3)cc2)cc1NCc1cccc(F)c1F. (5) Given the product O=C(O)c1cccn2cc(-c3ccc(C(F)F)cc3)nc12, predict the reactants needed to synthesize it. The reactants are: CCOC(=O)c1cccn2cc(-c3ccc(C(F)F)cc3)nc12. (6) Given the product COC(=O)COc1cccc2c1CCCCN2CCO, predict the reactants needed to synthesize it. The reactants are: COC(=O)CBr.OCCN1CCCCc2c(O)cccc21.